From a dataset of Catalyst prediction with 721,799 reactions and 888 catalyst types from USPTO. Predict which catalyst facilitates the given reaction. (1) Reactant: [Cl:1][C:2]1[C:3]([O:12][C:13]2[CH:18]=[C:17]([O:19][CH2:20][CH2:21][O:22][CH3:23])[CH:16]=[CH:15][C:14]=2/[CH:24]=[C:25](\[CH3:29])/[C:26]([OH:28])=O)=[N:4][CH:5]=[C:6]([C:8]([F:11])([F:10])[F:9])[CH:7]=1.Cl.C(N=C=NCCCN(C)C)C.[F:42][C:43]([F:49])([F:48])[S:44]([NH2:47])(=[O:46])=[O:45].Cl. Product: [Cl:1][C:2]1[C:3]([O:12][C:13]2[CH:18]=[C:17]([O:19][CH2:20][CH2:21][O:22][CH3:23])[CH:16]=[CH:15][C:14]=2/[CH:24]=[C:25](\[CH3:29])/[C:26]([NH:47][S:44]([C:43]([F:49])([F:48])[F:42])(=[O:46])=[O:45])=[O:28])=[N:4][CH:5]=[C:6]([C:8]([F:9])([F:11])[F:10])[CH:7]=1. The catalyst class is: 766. (2) Reactant: [C:1]([OH:6])(=[O:5])/[CH:2]=[CH:3]/[CH3:4].C(=O)([O-])[O-].[K+].[K+].[CH2:13](Br)[C:14]1[CH:19]=[CH:18][CH:17]=[CH:16][CH:15]=1.C(OCC)(=O)C. Product: [C:1]([O:6][CH2:13][C:14]1[CH:19]=[CH:18][CH:17]=[CH:16][CH:15]=1)(=[O:5])/[CH:2]=[CH:3]/[CH3:4]. The catalyst class is: 9. (3) Reactant: [NH2:1][C:2]1[CH:7]=[C:6]([O:8][CH3:9])[CH:5]=[CH:4][C:3]=1[CH2:10][OH:11].[Cl:12][C:13]1[N:18]=[C:17](Cl)[CH:16]=[CH:15][N:14]=1.C(N(C(C)C)C(C)C)C. Product: [Cl:12][C:13]1[N:18]=[C:17]([NH:1][C:2]2[CH:7]=[C:6]([O:8][CH3:9])[CH:5]=[CH:4][C:3]=2[CH2:10][OH:11])[CH:16]=[CH:15][N:14]=1. The catalyst class is: 14.